Task: Predict the product of the given reaction.. Dataset: Forward reaction prediction with 1.9M reactions from USPTO patents (1976-2016) Given the reactants Br[C:2]1[CH:7]=[C:6]([N+:8]([O-:10])=[O:9])[CH:5]=[CH:4][C:3]=1[O:11][CH3:12].Cl.[NH2:14][CH2:15][C:16]1[CH:21]=[CH:20][C:19](B(O)O)=[CH:18][CH:17]=1.[Na].O, predict the reaction product. The product is: [NH2:14][CH2:15][C:16]1[CH:21]=[CH:20][C:19]([C:2]2[CH:7]=[C:6]([N+:8]([O-:10])=[O:9])[CH:5]=[CH:4][C:3]=2[O:11][CH3:12])=[CH:18][CH:17]=1.